This data is from Forward reaction prediction with 1.9M reactions from USPTO patents (1976-2016). The task is: Predict the product of the given reaction. (1) Given the reactants [CH2:1]([O:7][CH2:8][C:9]1[CH:15]=[CH:14][C:12]([NH2:13])=[CH:11][CH:10]=1)[CH2:2][CH2:3][CH2:4][CH2:5][CH3:6].C(OC([N:23]1[CH2:30][CH2:29][C@H:28]([OH:31])[C@H:24]1[C:25](O)=[O:26])=O)(C)(C)C, predict the reaction product. The product is: [CH2:1]([O:7][CH2:8][C:9]1[CH:15]=[CH:14][C:12]([NH:13][C:25]([C@@H:24]2[C@@H:28]([OH:31])[CH2:29][CH2:30][NH:23]2)=[O:26])=[CH:11][CH:10]=1)[CH2:2][CH2:3][CH2:4][CH2:5][CH3:6]. (2) Given the reactants [Cl:1][C:2]1[NH:3][C:4]2[C:9]([C:10]=1[CH:11]=[O:12])=[CH:8][CH:7]=[CH:6][CH:5]=2.[C:13]1([CH3:22])[CH:18]=[CH:17][C:16](B(O)O)=[CH:15][CH:14]=1, predict the reaction product. The product is: [Cl:1][C:2]1[N:3]([C:16]2[CH:17]=[CH:18][C:13]([CH3:22])=[CH:14][CH:15]=2)[C:4]2[C:9]([C:10]=1[CH:11]=[O:12])=[CH:8][CH:7]=[CH:6][CH:5]=2. (3) Given the reactants [O:1](S(C(F)(F)F)(=O)=O)[S:2]([C:5]([F:8])([F:7])[F:6])(=[O:4])=[O:3].[CH:16]([O:19][C:20]([C:22]1[C:23](=O)[NH:24][C:25]([N:30]2[CH2:35][CH2:34][CH:33]([C:36]([O:38][C:39]([CH3:42])([CH3:41])[CH3:40])=[O:37])[CH2:32][CH2:31]2)=[C:26]([C:28]#[N:29])[CH:27]=1)=[O:21])([CH3:18])[CH3:17].C([O-])(O)=O.[Na+], predict the reaction product. The product is: [C:39]([O:38][C:36]([CH:33]1[CH2:34][CH2:35][N:30]([C:25]2[C:26]([C:28]#[N:29])=[CH:27][C:22]([C:20]([O:19][CH:16]([CH3:17])[CH3:18])=[O:21])=[C:23]([O:1][S:2]([C:5]([F:8])([F:7])[F:6])(=[O:4])=[O:3])[N:24]=2)[CH2:31][CH2:32]1)=[O:37])([CH3:41])([CH3:42])[CH3:40]. (4) Given the reactants [Si]([O:8][C@H:9]([C:42]1[CH:47]=[CH:46][C:45]([F:48])=[CH:44][CH:43]=1)[CH2:10][S:11][C@H:12]1[C:15](=[O:16])[N:14]([C:17]2[CH:22]=[CH:21][C:20]([C:23]#[C:24][CH2:25][NH:26][S:27]([CH3:30])(=[O:29])=[O:28])=[CH:19][CH:18]=2)[C@@H:13]1[C:31]1[CH:41]=[CH:40][C:34]([O:35][CH2:36][C:37]([OH:39])=O)=[CH:33][CH:32]=1)(C(C)(C)C)(C)C.Cl.[NH2:50][CH2:51][C:52]([NH:54][CH2:55][C:56]([O:58]C)=[O:57])=[O:53].CN1CCOCC1.CN(C(ON1N=NC2C=CC=CC1=2)=[N+](C)C)C.[B-](F)(F)(F)F.[Si](O[Si](C(C)(C)C)(C)C)(C(C)(C)C)(C)C, predict the reaction product. The product is: [F:48][C:45]1[CH:44]=[CH:43][C:42]([C@@H:9]([OH:8])[CH2:10][S:11][C@H:12]2[C:15](=[O:16])[N:14]([C:17]3[CH:18]=[CH:19][C:20]([C:23]#[C:24][CH2:25][NH:26][S:27]([CH3:30])(=[O:28])=[O:29])=[CH:21][CH:22]=3)[C@@H:13]2[C:31]2[CH:32]=[CH:33][C:34]([O:35][CH2:36][C:37]([NH:50][CH2:51][C:52]([NH:54][CH2:55][C:56]([OH:58])=[O:57])=[O:53])=[O:39])=[CH:40][CH:41]=2)=[CH:47][CH:46]=1. (5) Given the reactants F[O-].[C:3]([C:7]([O:10]C(C(Cl)(Cl)F)Cl)([F:9])[F:8])([F:6])([F:5])[F:4].C(C(OC(C(F)Cl)(Cl)Cl)(F)F)(F)(F)[F:18], predict the reaction product. The product is: [C:3]([C:7]([O:10][F:18])([F:9])[F:8])([F:6])([F:5])[F:4]. (6) Given the reactants [CH3:1][O:2][C:3](=[O:27])[CH:4]([C:16]1[CH:21]=[CH:20][C:19]([S:22]([CH3:25])(=[O:24])=[O:23])=[C:18]([Cl:26])[CH:17]=1)[CH2:5][CH:6]1[CH2:10][CH2:9][C:8]2(OCCC[O:11]2)[CH2:7]1.Cl, predict the reaction product. The product is: [CH3:1][O:2][C:3](=[O:27])[CH:4]([C:16]1[CH:21]=[CH:20][C:19]([S:22]([CH3:25])(=[O:24])=[O:23])=[C:18]([Cl:26])[CH:17]=1)[CH2:5][CH:6]1[CH2:10][CH2:9][C:8](=[O:11])[CH2:7]1.